Dataset: Full USPTO retrosynthesis dataset with 1.9M reactions from patents (1976-2016). Task: Predict the reactants needed to synthesize the given product. (1) The reactants are: [OH:1][C@@H:2]([C:4]1[N:15]([C@H:16]2[CH2:21][CH2:20][CH2:19][N:18]([C:22](=[O:28])[CH2:23][CH2:24][C:25]([NH2:27])=O)[CH2:17]2)[C:7]2=[C:8]3[S:14][CH:13]=[CH:12][C:9]3=[N:10][CH:11]=[C:6]2[N:5]=1)[CH3:3].C(N(CC)CC)C.FC(F)(F)C(OC(=O)C(F)(F)F)=O. Given the product [OH:1][C@@H:2]([C:4]1[N:15]([C@H:16]2[CH2:21][CH2:20][CH2:19][N:18]([C:22](=[O:28])[CH2:23][CH2:24][C:25]#[N:27])[CH2:17]2)[C:7]2=[C:8]3[S:14][CH:13]=[CH:12][C:9]3=[N:10][CH:11]=[C:6]2[N:5]=1)[CH3:3], predict the reactants needed to synthesize it. (2) Given the product [OH:18][CH2:17][C@@H:2]1[CH2:3][CH2:4][CH2:5][CH2:6][C:1]1=[O:7], predict the reactants needed to synthesize it. The reactants are: [C:1]1(=[O:7])[CH2:6][CH2:5][CH2:4][CH2:3][CH2:2]1.C(N(CC)C(C)C)(C)C.[CH2:17](Cl)[O:18]C.